Task: Predict the reaction yield, written as a fraction of the theoretical maximum amount of product (1.0 means a 100% yield; for example, 0.34 means a 34% yield).. Dataset: Reaction yield outcomes from USPTO patents with 853,638 reactions (1) The reactants are Cl[C:2]1[C:7]([N+:8]([O-:10])=[O:9])=[C:6]([CH3:11])[CH:5]=[CH:4][N:3]=1.[Cl:12][C:13]1[CH:18]=[C:17]([Cl:19])[CH:16]=[CH:15][C:14]=1B(O)O.OP([O-])([O-])=O.[K+].[K+]. The catalyst is CN(C=O)C. The product is [Cl:12][C:13]1[CH:18]=[C:17]([Cl:19])[CH:16]=[CH:15][C:14]=1[C:2]1[C:7]([N+:8]([O-:10])=[O:9])=[C:6]([CH3:11])[CH:5]=[CH:4][N:3]=1. The yield is 0.680. (2) The reactants are [F:1][C:2]([F:14])([F:13])[O:3][C:4]1[CH:5]=[C:6]([CH:10]=[CH:11][CH:12]=1)[C:7](Cl)=[O:8].[CH2:15]([NH:22][C:23]([C:25]1[S:29][C:28]([NH2:30])=[N:27][C:26]=1[CH3:31])=[O:24])[C:16]1[CH:21]=[CH:20][CH:19]=[CH:18][CH:17]=1. No catalyst specified. The product is [CH2:15]([NH:22][C:23]([C:25]1[S:29][C:28]([NH:30][C:7](=[O:8])[C:6]2[CH:10]=[CH:11][CH:12]=[C:4]([O:3][C:2]([F:14])([F:13])[F:1])[CH:5]=2)=[N:27][C:26]=1[CH3:31])=[O:24])[C:16]1[CH:21]=[CH:20][CH:19]=[CH:18][CH:17]=1. The yield is 0.280.